From a dataset of Reaction yield outcomes from USPTO patents with 853,638 reactions. Predict the reaction yield, written as a fraction of the theoretical maximum amount of product (1.0 means a 100% yield; for example, 0.34 means a 34% yield). (1) The reactants are I[C:2]1[CH:30]=[CH:29][C:5]([C:6]([NH:8][C:9]2[CH:14]=[CH:13][C:12]([C:15]3[CH:20]=[CH:19][C:18]([O:21][CH:22]4[CH2:27][CH2:26][N:25]([CH3:28])[CH2:24][CH2:23]4)=[CH:17][CH:16]=3)=[CH:11][CH:10]=2)=[O:7])=[CH:4][CH:3]=1.CN1CCC(O[C:39]2[CH:44]=[CH:43][C:42]([C:39]3[CH:44]=[CH:43][CH:42]=[C:41](N)[CH:40]=3)=[CH:41][CH:40]=2)CC1.C(N(CC)CC)C. The catalyst is ClCCl. The product is [CH3:28][N:25]1[CH2:26][CH2:27][CH:22]([O:21][C:18]2[CH:19]=[CH:20][C:15]([C:12]3[CH:13]=[CH:14][C:9]([NH:8][C:6]([C:5]4[CH:29]=[CH:30][C:2]([C:39]5[CH:44]=[CH:43][CH:42]=[CH:41][CH:40]=5)=[CH:3][CH:4]=4)=[O:7])=[CH:10][CH:11]=3)=[CH:16][CH:17]=2)[CH2:23][CH2:24]1. The yield is 0.750. (2) The reactants are [Br:1][C:2]1[NH:6][CH:5]=[C:4]([CH2:7][N:8]([CH3:16])[C:9](=[O:15])[O:10][C:11]([CH3:14])([CH3:13])[CH3:12])[CH:3]=1.[H-].[Na+].C1OCCOCCOCCOCCOC1.[CH3:34][C:35]1[N:40]=[CH:39][C:38]([S:41](Cl)(=[O:43])=[O:42])=[CH:37][CH:36]=1. The catalyst is O1CCCC1.O. The product is [Br:1][C:2]1[N:6]([S:41]([C:38]2[CH:39]=[N:40][C:35]([CH3:34])=[CH:36][CH:37]=2)(=[O:43])=[O:42])[CH:5]=[C:4]([CH2:7][N:8]([CH3:16])[C:9](=[O:15])[O:10][C:11]([CH3:12])([CH3:13])[CH3:14])[CH:3]=1. The yield is 0.790. (3) The reactants are [OH:1][C:2]1[CH:7]=[CH:6][CH:5]=[CH:4][C:3]=1[C:8]1[N:17]=[C:16]([N:18]2[CH2:23][CH2:22][CH2:21][C@@H:20]([NH:24]C(=O)OC(C)(C)C)[CH2:19]2)[C:15]2[C:10](=[CH:11][C:12]([CH3:32])=[CH:13][CH:14]=2)[N:9]=1.C(O)(C(F)(F)F)=O. The catalyst is C(Cl)Cl. The product is [NH2:24][C@@H:20]1[CH2:21][CH2:22][CH2:23][N:18]([C:16]2[C:15]3[C:10](=[CH:11][C:12]([CH3:32])=[CH:13][CH:14]=3)[N:9]=[C:8]([C:3]3[CH:4]=[CH:5][CH:6]=[CH:7][C:2]=3[OH:1])[N:17]=2)[CH2:19]1. The yield is 0.850. (4) The reactants are [H-].[Na+].[F:3][C:4]([F:8])([CH3:7])[CH2:5][OH:6].Cl[C:10]1[C:15]([C:16]#[N:17])=[CH:14][N:13]=[CH:12][N:11]=1. The catalyst is C1COCC1. The product is [F:3][C:4]([F:8])([CH3:7])[CH2:5][O:6][C:10]1[C:15]([C:16]#[N:17])=[CH:14][N:13]=[CH:12][N:11]=1. The yield is 0.510.